From a dataset of Reaction yield outcomes from USPTO patents with 853,638 reactions. Predict the reaction yield, written as a fraction of the theoretical maximum amount of product (1.0 means a 100% yield; for example, 0.34 means a 34% yield). The reactants are [C:1]([O:5][C:6]([N:8]1[CH2:17][CH2:16][C:15]2[N+:14]([O-])=[C:13]([Cl:19])[CH:12]=[CH:11][C:10]=2[CH2:9]1)=[O:7])([CH3:4])([CH3:3])[CH3:2].[C:20]([O:23]C(=O)C)(=[O:22])[CH3:21]. The catalyst is C(Cl)Cl. The product is [C:20]([O:23][CH:16]1[C:15]2[N:14]=[C:13]([Cl:19])[CH:12]=[CH:11][C:10]=2[CH2:9][N:8]([C:6]([O:5][C:1]([CH3:4])([CH3:3])[CH3:2])=[O:7])[CH2:17]1)(=[O:22])[CH3:21]. The yield is 0.668.